Dataset: Forward reaction prediction with 1.9M reactions from USPTO patents (1976-2016). Task: Predict the product of the given reaction. (1) Given the reactants [C:1]([C:5]1[CH:15]=[CH:14][C:8]([O:9][CH2:10][C:11]([OH:13])=O)=[CH:7][C:6]=1[F:16])([CH3:4])([CH3:3])[CH3:2].[Cl-].ClC1N(C)CC[NH+]1C.Cl.[NH2:27][C@@H:28]([C:30]1[CH:35]=[CH:34][C:33]([NH:36][S:37]([CH3:40])(=[O:39])=[O:38])=[C:32]([CH3:41])[CH:31]=1)[CH3:29], predict the reaction product. The product is: [C:1]([C:5]1[CH:15]=[CH:14][C:8]([O:9][CH2:10][C:11]([NH:27][C@@H:28]([C:30]2[CH:35]=[CH:34][C:33]([NH:36][S:37]([CH3:40])(=[O:39])=[O:38])=[C:32]([CH3:41])[CH:31]=2)[CH3:29])=[O:13])=[CH:7][C:6]=1[F:16])([CH3:2])([CH3:3])[CH3:4]. (2) Given the reactants [CH:1]1([C:4]2[CH:9]=[CH:8][C:7]([NH:10][C:11](=O)[CH2:12][O:13][CH3:14])=[CH:6][CH:5]=2)[CH2:3][CH2:2]1.[H-].[H-].[H-].[H-].[Li+].[Al+3], predict the reaction product. The product is: [CH:1]1([C:4]2[CH:9]=[CH:8][C:7]([NH:10][CH2:11][CH2:12][O:13][CH3:14])=[CH:6][CH:5]=2)[CH2:3][CH2:2]1.